Dataset: Catalyst prediction with 721,799 reactions and 888 catalyst types from USPTO. Task: Predict which catalyst facilitates the given reaction. (1) Reactant: [NH2:1][C:2]1[C:31]([O:32][CH2:33][C:34]([F:37])([F:36])[F:35])=[CH:30][C:5]([CH2:6][C@H:7]2[C@H:15]3[C@@H:11]([N:12]([CH2:17][C:18]4[CH:23]=[CH:22][CH:21]=[C:20]([C:24]([CH3:27])([CH3:26])[CH3:25])[CH:19]=4)[C:13](=[O:16])[O:14]3)[CH2:10][S:9](=[O:29])(=[O:28])[CH2:8]2)=[CH:4][C:3]=1[F:38].[Cl:39][CH2:40][C:41](Cl)=[O:42]. Product: [C:24]([C:20]1[CH:19]=[C:18]([CH:23]=[CH:22][CH:21]=1)[CH2:17][N:12]1[C@@H:11]2[C@H:15]([C@H:7]([CH2:6][C:5]3[CH:30]=[C:31]([O:32][CH2:33][C:34]([F:36])([F:37])[F:35])[C:2]([NH:1][C:41](=[O:42])[CH2:40][Cl:39])=[C:3]([F:38])[CH:4]=3)[CH2:8][S:9](=[O:29])(=[O:28])[CH2:10]2)[O:14][C:13]1=[O:16])([CH3:27])([CH3:25])[CH3:26]. The catalyst class is: 11. (2) Reactant: I[C:2]1[CH:11]=[CH:10][CH:9]=[C:8]2[C:3]=1[CH2:4][CH2:5][N:6]1[C:16](=[O:17])[CH2:15][NH:14][C:13](=[O:18])[CH:12]=[C:7]12.[CH3:19][C:20]1(C)[C:24](C)(C)OB(C(C)=C)O1. Product: [CH2:19]=[C:20]([C:2]1[CH:11]=[CH:10][CH:9]=[C:8]2[C:3]=1[CH2:4][CH2:5][N:6]1[C:16](=[O:17])[CH2:15][NH:14][C:13](=[O:18])[CH:12]=[C:7]12)[CH3:24]. The catalyst class is: 70. (3) Reactant: [CH3:1][C:2]1[N:3]([CH2:16][C:17]2[CH:22]=[CH:21][C:20]([N+:23]([O-])=O)=[CH:19][CH:18]=2)[C:4]2[C:9]([C:10]=1[CH2:11][C:12]([O:14][CH3:15])=[O:13])=[CH:8][CH:7]=[CH:6][CH:5]=2. Product: [NH2:23][C:20]1[CH:21]=[CH:22][C:17]([CH2:16][N:3]2[C:4]3[C:9](=[CH:8][CH:7]=[CH:6][CH:5]=3)[C:10]([CH2:11][C:12]([O:14][CH3:15])=[O:13])=[C:2]2[CH3:1])=[CH:18][CH:19]=1. The catalyst class is: 19. (4) Reactant: [Cl:1][C:2]1[CH:7]=[CH:6][C:5](/[CH:8]=[CH:9]/[C:10]([N:12]2[CH2:17][CH2:16][C:15]([CH2:19][N:20]3[CH:24]=[C:23]([C:25](O)=[O:26])[CH:22]=[N:21]3)([OH:18])[CH2:14][CH2:13]2)=[O:11])=[C:4]([CH2:28][N:29]2[N:33]=[N:32][C:31]([CH3:34])=[N:30]2)[CH:3]=1.[NH:35]1[CH2:40][CH2:39][O:38][CH2:37][CH2:36]1.CCN(C(C)C)C(C)C.C(P1(=O)OP(CCC)(=O)OP(CCC)(=O)O1)CC. Product: [Cl:1][C:2]1[CH:7]=[CH:6][C:5](/[CH:8]=[CH:9]/[C:10]([N:12]2[CH2:13][CH2:14][C:15]([OH:18])([CH2:19][N:20]3[CH:24]=[C:23]([C:25]([N:35]4[CH2:40][CH2:39][O:38][CH2:37][CH2:36]4)=[O:26])[CH:22]=[N:21]3)[CH2:16][CH2:17]2)=[O:11])=[C:4]([CH2:28][N:29]2[N:33]=[N:32][C:31]([CH3:34])=[N:30]2)[CH:3]=1. The catalyst class is: 3. (5) Reactant: [CH2:1]([O:3][CH2:4][CH2:5][O:6][C:7]1[CH:12]=[C:11]([CH3:13])[C:10]([C:14]2[CH:19]=[CH:18][CH:17]=[C:16]([CH2:20][NH:21][C:22]3[CH:34]=[CH:33][C:25]([O:26][CH2:27][C:28]([O:30]CC)=[O:29])=[CH:24][CH:23]=3)[CH:15]=2)=[C:9]([CH3:35])[CH:8]=1)[CH3:2].[OH-].[K+].O.C(O)(=O)CC(CC(O)=O)(C(O)=O)O. Product: [CH2:1]([O:3][CH2:4][CH2:5][O:6][C:7]1[CH:8]=[C:9]([CH3:35])[C:10]([C:14]2[CH:19]=[CH:18][CH:17]=[C:16]([CH2:20][NH:21][C:22]3[CH:23]=[CH:24][C:25]([O:26][CH2:27][C:28]([OH:30])=[O:29])=[CH:33][CH:34]=3)[CH:15]=2)=[C:11]([CH3:13])[CH:12]=1)[CH3:2]. The catalyst class is: 111. (6) Reactant: Cl[CH2:2][C:3]([NH:5][C:6]1[CH:11]=[CH:10][CH:9]=[CH:8][C:7]=1[Cl:12])=[O:4].[CH3:13][C@H:14]1[CH2:19][NH:18][CH2:17][C@@H:16]([CH3:20])[NH:15]1.C(=O)([O-])O.[Na+]. Product: [Cl:12][C:7]1[CH:8]=[CH:9][CH:10]=[CH:11][C:6]=1[NH:5][C:3](=[O:4])[CH2:2][N:18]1[CH2:17][C@H:16]([CH3:20])[NH:15][C@H:14]([CH3:13])[CH2:19]1. The catalyst class is: 8. (7) Reactant: [NH2:1][C@H:2]([C:6]([OH:8])=[O:7])[C@H:3]([CH3:5])[OH:4].[C:9]([O-:12])(O)=[O:10].[Na+].[C:14]1([CH2:20][CH2:21][CH2:22][CH2:23][CH2:24]C2C(=O)N(C([O-])=O)C=CC=2)[CH:19]=[CH:18][CH:17]=[CH:16][CH:15]=1. Product: [OH:4][C@@H:3]([CH3:5])[C@H:2]([NH:1][C:9]([O:12][CH2:24][CH2:23][CH2:22][CH2:21][CH2:20][C:14]1[CH:19]=[CH:18][CH:17]=[CH:16][CH:15]=1)=[O:10])[C:6]([OH:8])=[O:7]. The catalyst class is: 90. (8) Reactant: [Li+].CC([N-]C(C)C)C.[F:9][C:10]1[CH:15]=[CH:14][C:13]([CH3:16])=[CH:12][N:11]=1.[I:17]I. Product: [F:9][C:10]1[C:15]([I:17])=[CH:14][C:13]([CH3:16])=[CH:12][N:11]=1. The catalyst class is: 20.